This data is from NCI-60 drug combinations with 297,098 pairs across 59 cell lines. The task is: Regression. Given two drug SMILES strings and cell line genomic features, predict the synergy score measuring deviation from expected non-interaction effect. (1) Drug 1: C1=CC(=CC=C1C#N)C(C2=CC=C(C=C2)C#N)N3C=NC=N3. Drug 2: CC1C(C(CC(O1)OC2CC(CC3=C2C(=C4C(=C3O)C(=O)C5=C(C4=O)C(=CC=C5)OC)O)(C(=O)CO)O)N)O.Cl. Cell line: HS 578T. Synergy scores: CSS=23.9, Synergy_ZIP=-6.31, Synergy_Bliss=-6.43, Synergy_Loewe=-4.34, Synergy_HSA=-3.33. (2) Drug 1: CC12CCC3C(C1CCC2O)C(CC4=C3C=CC(=C4)O)CCCCCCCCCS(=O)CCCC(C(F)(F)F)(F)F. Drug 2: C(CN)CNCCSP(=O)(O)O. Cell line: MDA-MB-231. Synergy scores: CSS=-5.51, Synergy_ZIP=1.92, Synergy_Bliss=-0.997, Synergy_Loewe=-2.66, Synergy_HSA=-4.10. (3) Drug 1: CCC(=C(C1=CC=CC=C1)C2=CC=C(C=C2)OCCN(C)C)C3=CC=CC=C3.C(C(=O)O)C(CC(=O)O)(C(=O)O)O. Drug 2: CCN(CC)CCCC(C)NC1=C2C=C(C=CC2=NC3=C1C=CC(=C3)Cl)OC. Synergy scores: CSS=24.6, Synergy_ZIP=0.446, Synergy_Bliss=5.22, Synergy_Loewe=-2.80, Synergy_HSA=2.66. Cell line: RPMI-8226. (4) Drug 1: CN(C)N=NC1=C(NC=N1)C(=O)N. Drug 2: C1=CC=C(C(=C1)C(C2=CC=C(C=C2)Cl)C(Cl)Cl)Cl. Cell line: PC-3. Synergy scores: CSS=2.72, Synergy_ZIP=-0.976, Synergy_Bliss=-2.66, Synergy_Loewe=-4.73, Synergy_HSA=-4.29.